This data is from Full USPTO retrosynthesis dataset with 1.9M reactions from patents (1976-2016). The task is: Predict the reactants needed to synthesize the given product. (1) Given the product [N:35]1[C:27]([NH:25][C@H:23]([C:15]2[N:14]([CH:11]3[CH2:12][CH2:13][N:8]([C:6]([O:5][C:1]([CH3:4])([CH3:2])[CH3:3])=[O:7])[CH2:9][CH2:10]3)[C:18]3[CH:19]=[CH:20][CH:21]=[CH:22][C:17]=3[N:16]=2)[CH3:24])=[C:28]2[C:32]([NH:31][CH:30]=[N:29]2)=[N:33][CH:34]=1, predict the reactants needed to synthesize it. The reactants are: [C:1]([O:5][C:6]([N:8]1[CH2:13][CH2:12][CH:11]([N:14]2[C:18]3[CH:19]=[CH:20][CH:21]=[CH:22][C:17]=3[N:16]=[C:15]2[C@@H:23]([NH2:25])[CH3:24])[CH2:10][CH2:9]1)=[O:7])([CH3:4])([CH3:3])[CH3:2].Cl[C:27]1[N:35]=[CH:34][N:33]=[C:32]2[C:28]=1[N:29]=[CH:30][NH:31]2.CCN(C(C)C)C(C)C. (2) Given the product [Cl:18][C:16]1[CH:15]=[CH:14][N:13]=[C:12]([C:10]2[CH:9]=[C:8]([OH:19])[CH:7]=[C:6]([CH2:4][OH:3])[N:11]=2)[CH:17]=1, predict the reactants needed to synthesize it. The reactants are: C([O:3][C:4]([C:6]1[N:11]=[C:10]([C:12]2[CH:17]=[C:16]([Cl:18])[CH:15]=[CH:14][N:13]=2)[CH:9]=[C:8]([OH:19])[CH:7]=1)=O)C.[BH4-].[Na+].Cl.[OH-].[Na+]. (3) Given the product [Cl:13][C:14]1[CH:19]=[N:18][CH:17]=[C:16]([O:12][C@@H:10]([C:6]2[CH:7]=[CH:8][CH:9]=[C:4]([N+:1]([O-:3])=[O:2])[CH:5]=2)[CH3:11])[N:15]=1, predict the reactants needed to synthesize it. The reactants are: [N+:1]([C:4]1[CH:5]=[C:6]([C@H:10]([OH:12])[CH3:11])[CH:7]=[CH:8][CH:9]=1)([O-:3])=[O:2].[Cl:13][C:14]1[CH:19]=[N:18][CH:17]=[C:16](Cl)[N:15]=1.[H-].[Na+].C(=O)([O-])O.[Na+]. (4) Given the product [CH3:41][O:40][C:37]1[CH:36]=[C:35]([C:45]2[CH:46]=[CH:47][C:42]([CH3:48])=[CH:43][CH:44]=2)[CH:34]=[CH:39][CH:38]=1, predict the reactants needed to synthesize it. The reactants are: C1(B(O)O)C=CC=CC=1.[O-]P([O-])([O-])=O.[K+].[K+].[K+].O.O=P12OP3(OP(OP(O3)(O1)=O)(=O)O2)=O.I[C:34]1[CH:39]=[CH:38][C:37]([O:40][CH3:41])=[CH:36][CH:35]=1.[C:42]1([CH3:48])[CH:47]=[CH:46][CH:45]=[CH:44][CH:43]=1. (5) Given the product [C:12]([N:15]1[CH2:20][CH2:19][N:18]([C:4]2[N:3]=[C:2]([Cl:1])[N:7]=[C:6]([C:8]([NH2:10])=[O:9])[CH:5]=2)[CH2:17][CH2:16]1)(=[O:14])[CH3:13], predict the reactants needed to synthesize it. The reactants are: [Cl:1][C:2]1[N:7]=[C:6]([C:8]([NH2:10])=[O:9])[CH:5]=[C:4](Cl)[N:3]=1.[C:12]([N:15]1[CH2:20][CH2:19][NH:18][CH2:17][CH2:16]1)(=[O:14])[CH3:13]. (6) Given the product [CH2:1]([O:8][C:16]1[CH:15]=[C:14]([CH2:19][C:20]([OH:22])=[O:21])[CH:13]=[C:12]([F:11])[CH:17]=1)[C:2]1[CH:7]=[CH:6][CH:5]=[CH:4][CH:3]=1.[CH2:1]([OH:8])[C:2]1[CH:7]=[CH:6][CH:5]=[CH:4][CH:3]=1, predict the reactants needed to synthesize it. The reactants are: [CH2:1]([OH:8])[C:2]1[CH:7]=[CH:6][CH:5]=[CH:4][CH:3]=1.[H-].[Na+].[F:11][C:12]1[CH:13]=[C:14]([CH2:19][C:20]([OH:22])=[O:21])[CH:15]=[C:16](F)[CH:17]=1. (7) Given the product [C:71](=[O:72])([O:15][CH2:16][CH2:17][CH:18]([CH3:19])[CH3:20])[O:58][CH2:59][CH2:60][CH:61]([CH3:62])[CH3:63], predict the reactants needed to synthesize it. The reactants are: C([Sn](CC1C=CC=CC=1)([O:15][CH2:16][CH2:17][CH:18]([CH3:20])[CH3:19])[O:15][CH2:16][CH2:17][CH:18]([CH3:20])[CH3:19])C1C=CC=CC=1.C([Sn](CC1C=CC=CC=1)([O:58][CH2:59][CH2:60][CH:61]([CH3:63])[CH3:62])O[Sn](CC1C=CC=CC=1)(CC1C=CC=CC=1)[O:58][CH2:59][CH2:60][CH:61]([CH3:63])[CH3:62])C1C=CC=CC=1.[C:71](=O)=[O:72]. (8) The reactants are: Br[C:2]1[CH:3]=[CH:4][C:5]([C:8]([N:10]([CH3:32])[C:11]2[CH:16]=[CH:15][C:14]([CH2:17][N:18]3[CH2:23][CH2:22][N:21]([C:24]([O:26][C:27]([CH3:30])([CH3:29])[CH3:28])=[O:25])[C@@H:20]([CH3:31])[CH2:19]3)=[CH:13][CH:12]=2)=[O:9])=[N:6][CH:7]=1.[C:33]([C:35]1[CH:36]=[C:37]([OH:41])[CH:38]=[CH:39][CH:40]=1)#[N:34]. Given the product [C:33]([C:35]1[CH:36]=[C:37]([O:41][C:2]2[CH:3]=[CH:4][C:5]([C:8]([N:10]([CH3:32])[C:11]3[CH:16]=[CH:15][C:14]([CH2:17][N:18]4[CH2:23][CH2:22][N:21]([C:24]([O:26][C:27]([CH3:30])([CH3:29])[CH3:28])=[O:25])[C@@H:20]([CH3:31])[CH2:19]4)=[CH:13][CH:12]=3)=[O:9])=[N:6][CH:7]=2)[CH:38]=[CH:39][CH:40]=1)#[N:34], predict the reactants needed to synthesize it. (9) Given the product [C:24]([S:23][CH2:22][C:4]1[CH:3]=[C:2]([NH:1][C:31](=[O:36])[C:32]([CH3:35])([CH3:34])[CH3:33])[CH:21]=[CH:20][C:5]=1[O:6][C:7]1[CH:8]=[C:9]([CH2:15][C:16]([O:18][CH3:19])=[O:17])[CH:10]=[CH:11][C:12]=1[O:13][CH3:14])([CH3:27])([CH3:26])[CH3:25], predict the reactants needed to synthesize it. The reactants are: [NH2:1][C:2]1[CH:21]=[CH:20][C:5]([O:6][C:7]2[CH:8]=[C:9]([CH2:15][C:16]([O:18][CH3:19])=[O:17])[CH:10]=[CH:11][C:12]=2[O:13][CH3:14])=[C:4]([CH2:22][S:23][C:24]([CH3:27])([CH3:26])[CH3:25])[CH:3]=1.ClCCl.[C:31](Cl)(=[O:36])[C:32]([CH3:35])([CH3:34])[CH3:33].